Dataset: TCR-epitope binding with 47,182 pairs between 192 epitopes and 23,139 TCRs. Task: Binary Classification. Given a T-cell receptor sequence (or CDR3 region) and an epitope sequence, predict whether binding occurs between them. The epitope is NQKLIANQF. The TCR CDR3 sequence is CSAADRASGIEQYF. Result: 0 (the TCR does not bind to the epitope).